From a dataset of Reaction yield outcomes from USPTO patents with 853,638 reactions. Predict the reaction yield, written as a fraction of the theoretical maximum amount of product (1.0 means a 100% yield; for example, 0.34 means a 34% yield). (1) The reactants are [Br:1][C:2]1[C:3]([CH3:8])=[N:4][CH:5]=[CH:6][CH:7]=1.[Se](=O)=[O:10]. The catalyst is O1CCOCC1. The product is [Br:1][C:2]1[C:3]([CH:8]=[O:10])=[N:4][CH:5]=[CH:6][CH:7]=1. The yield is 0.290. (2) The yield is 0.930. The product is [Cl:10][C:8]1[CH:7]=[CH:6][C:5]([O:11][CH2:12][C:13]([N:15]2[CH2:20][C@H:19]([CH3:21])[N:18]([CH2:22][C:23]3[CH:28]=[CH:27][C:26]([F:29])=[CH:25][CH:24]=3)[CH2:17][C@H:16]2[CH3:30])=[O:14])=[C:4]([N+:32]([O-:34])=[O:33])[CH:9]=1. The catalyst is CC(=O)CC.O. The reactants are COC(=O)[C:4]1[CH:9]=[C:8]([Cl:10])[CH:7]=[CH:6][C:5]=1[O:11][CH2:12][C:13]([N:15]1[CH2:20][C@H:19]([CH3:21])[N:18]([CH2:22][C:23]2[CH:28]=[CH:27][C:26]([F:29])=[CH:25][CH:24]=2)[CH2:17][C@H:16]1[CH3:30])=[O:14].[N+:32](C1C=C(Cl)C=CC=1O)([O-:34])=[O:33].C(=O)([O-])[O-].[K+].[K+].[I-].[K+]. (3) The reactants are [Cl:1][C:2]1[CH:3]=[C:4]([C:9]2[N:13]([C:14]3[CH:19]=[CH:18][C:17]([O:20][CH3:21])=[CH:16][CH:15]=3)[N:12]=[C:11]([CH:22]=[C:23]([C:27]3[CH:28]=[C:29]([CH3:33])[CH:30]=[CH:31][CH:32]=3)[C:24]([OH:26])=[O:25])[CH:10]=2)[CH:5]=[CH:6][C:7]=1[Cl:8].C(OC(=O)C(C1C=C(C)C=CC=1)=CC1C=C(C2C=CC(Cl)=C(Cl)C=2)N(C2C=CC(OC)=CC=2)N=1)C.[Li+].[OH-]. No catalyst specified. The product is [Cl:1][C:2]1[CH:3]=[C:4]([C:9]2[N:13]([C:14]3[CH:15]=[CH:16][C:17]([O:20][CH3:21])=[CH:18][CH:19]=3)[N:12]=[C:11](/[CH:22]=[C:23](\[C:27]3[CH:28]=[C:29]([CH3:33])[CH:30]=[CH:31][CH:32]=3)/[C:24]([OH:26])=[O:25])[CH:10]=2)[CH:5]=[CH:6][C:7]=1[Cl:8]. The yield is 0.723. (4) The reactants are [N+:1]([C:4]1[CH:8]=[CH:7][NH:6][N:5]=1)([O-:3])=[O:2].[H-].[Na+].[Cl:11][C:12]1[CH:13]=[C:14]([CH:17]=[CH:18][C:19]=1[Cl:20])[CH2:15]Br. The catalyst is CN(C)C=O. The product is [Cl:11][C:12]1[CH:13]=[C:14]([CH:17]=[CH:18][C:19]=1[Cl:20])[CH2:15][N:6]1[CH:7]=[CH:8][C:4]([N+:1]([O-:3])=[O:2])=[N:5]1. The yield is 0.770. (5) The reactants are [OH:1][CH:2]([CH2:8][CH2:9][CH:10]=[CH:11][CH:12]=[CH:13][CH3:14])[CH2:3][C:4]([O:6]C)=O.[CH2:15]([NH2:19])[CH:16]([CH3:18])[CH3:17]. No catalyst specified. The product is [CH2:15]([NH:19][C:4](=[O:6])[CH2:3][CH:2]([OH:1])[CH2:8][CH2:9][CH:10]=[CH:11][CH:12]=[CH:13][CH3:14])[CH:16]([CH3:18])[CH3:17]. The yield is 0.820. (6) The reactants are [O:1]1[CH2:6][CH2:5][CH2:4][C:3](=O)[CH2:2]1.N1CCCC1.O.C1(C)C=CC([S:20](O)(=O)=O)=CC=1.[S].[N:26]#[C:27][NH2:28]. The catalyst is C1CCCCC1.CO. The product is [S:20]1[C:4]2[CH2:5][CH2:6][O:1][CH2:2][C:3]=2[N:26]=[C:27]1[NH2:28]. The yield is 0.0500.